Regression. Given a target protein amino acid sequence and a drug SMILES string, predict the binding affinity score between them. We predict pKi (pKi = -log10(Ki in M); higher means stronger inhibition). Dataset: bindingdb_ki. From a dataset of Drug-target binding data from BindingDB using Ki measurements. (1) The drug is CSCC[C@H](NC(=O)[C@H](CO)NC(=O)[C@H](Cc1ccc(O)cc1)NC(=O)[C@H](CO)NC(=O)[C@@H]1CCCN1C(=O)[C@H](CC(=O)O)NC(=O)[C@@H](N)CC(N)=O)C(=O)N[C@@H](CCC(=O)O)C(=O)N[C@@H](Cc1cnc[nH]1)C(=O)N[C@@H](Cc1ccccc1)C(=O)N[C@@H](CCCNC(=N)N)C(=O)N[C@@H](Cc1c[nH]c2ccccc12)C(=O)NCC(=O)N[C@@H](CCCCN)C(=O)N1CCC[C@H]1C(=O)N[C@H](C(=O)NCC(=O)O)C(C)C. The target protein (P70596) has sequence MNSTHHHGMYTSLHLWNRSSHGLHGNASESLGKGHSDGGCYEQLFVSPEVFVTLGVISLLENILVIVAIAKNKNLHSPMYFFICSLAVADMLVSVSNGSETIVITLLNSTDTDAQSFTVNIDNVIDSVICSSLLASICSLLSIAVDRYFTIFYALQYHNIMTVRRVGIIISCIWAACTVSGVLFIIYSDSSAVIICLITMFFTMLVLMASLYVHMFLMARLHIKRIAVLPGTGTIRQGANMKGAITLTILIGVFVVCWAPFFLHLLFYISCPQNPYCVCFMSHFNLYLILIMCNAVIDPLIYALRSQELRKTFKEIICFYPLGGICELPGRY. The pKi is 9.7. (2) The drug is CC1(C)N=C(N)N=C(N)N1c1ccc(OCc2ccc(C(N)=O)cc2)cc1. The target protein (P00378) has sequence VRSLNSIVAVCQNMGIGKDGNLPWPPLRNEYKYFQRMTSTSHVEGKQNAVIMGKKTWFSIPEKNRPLKDRINIVLSRELKEAPKGAHYLSKSLDDALALLDSPELKSKVDMVWIVGGTAVYKAAMEKPINHRLFVTRILHEFESDTFFPEIDYKDFKLLTEYPGVPADIQEEDGIQYKFEVYQKSVLAQ. The pKi is 7.3. (3) The small molecule is CC(C)N1CCC[C@H](Cn2cnc3ccc(-c4ccc(Cl)cc4)cc3c2=O)C1. The target protein sequence is MWNATRSEELGPNLTLPDLDWDAAPDNDSLTDELPPLFPAPLLAGVTATCVALFVVGIAGNLLTMLVVSRFRELRTTTNLYLSSMAFSDLLIFLCMPLDLVRLWHYRPWNLGDLLCKLFQFVSESCTYASVLTITALSVERYFAICFPLRAKVVITKGRVKLVVLAIWAVAFCSAWPIFMLVGVEHENGTDPRDTNECRATEFAVRSGLLTIMVWVSSIFFFLPVFCLTVLYSLIGRKLWRRRRSEVVVGASLRDQNHKQTVKMLAVVVFAFVLCWLPFHVGRYLFSKSFEPGSVEIAQISQYCNLVSFVLFYFSAAINPILYNIMSKKYRVAVFKLLGFEPFSQRKLSTLKDESSRAWTESSINT. The pKi is 6.4. (4) The target protein (P47901) has sequence MDSGPLWDANPTPRGTLSAPNATTPWLGRDEELAKVEIGVLATVLVLATGGNLAVLLTLGQLGRKRSRMHLFVLHLALTDLAVALFQVLPQLLWDITYRFQGPDLLCRAVKYLQVLSMFASTYMLLAMTLDRYLAVCHPLRSLQQPGQSTYLLIAAPWLLAAIFSLPQVFIFSLREVIQGSGVLDCWADFGFPWGPRAYLTWTTLAIFVLPVTMLTACYSLICHEICKNLKVKTQAWRVGGGGWRTWDRPSPSTLAATTRGLPSRVSSINTISRAKIRTVKMTFVIVLAYIACWAPFFSVQMWSVWDKNAPDEDSTNVAFTISMLLGNLNSCCNPWIYMGFNSHLLPRPLRHLACCGGPQPRMRRRLSDGSLSSRHTTLLTRSSCPATLSLSLSLTLSGRPRPEESPRDLELADGEGTAETIIF. The compound is CCOc1ccc(OC)cc1[C@]1(N2CC3(CN(C4CCN(C)CC4)C3)C2)C(=O)N(S(=O)(=O)c2ccccn2)C2C=CC(C#N)=CC21. The pKi is 8.2. (5) The small molecule is Nc1ncnc2c1ncn2[C@@H]1O[C@H](COS(=O)(=O)NC(=O)[C@@H]2CCC(=O)N2)[C@@H](O)[C@H]1O. The target protein (P04805) has sequence MKIKTRFAPSPTGYLHVGGARTALYSWLFARNHGGEFVLRIEDTDLERSTPEAIEAIMDGMNWLSLEWDEGPYYQTKRFDRYNAVIDQMLEEGTAYKCYCSKERLEALREEQMAKGEKPRYDGRCRHSHEHHADDEPCVVRFANPQEGSVVFDDQIRGPIEFSNQELDDLIIRRTDGSPTYNFCVVVDDWDMEITHVIRGEDHINNTPRQINILKALKAPVPVYAHVSMINGDDGKKLSKRHGAVSVMQYRDDGYLPEALLNYLVRLGWSHGDQEIFTREEMIKYFTLNAVSKSASAFNTDKLLWLNHHYINALPPEYVATHLQWHIEQENIDTRNGPQLADLVKLLGERCKTLKEMAQSCRYFYEDFAEFDADAAKKHLRPVARQPLEVVRDKLAAITDWTAENVHHAIQATADELEVGMGKVGMPLRVAVTGAGQSPALDVTVHAIGKTRSIERINKALDFIAERENQQ. The pKi is 4.8.